Dataset: Forward reaction prediction with 1.9M reactions from USPTO patents (1976-2016). Task: Predict the product of the given reaction. (1) Given the reactants C(OCCCC)CCC.[Al].[Cl-].C([Al+]CC(C)C)C(C)C.[CH2:21]=[CH:22][CH2:23][CH2:24][CH2:25][CH2:26][CH2:27][CH3:28].[CH2:29]=[CH:30][CH2:31][CH2:32][CH2:33][CH2:34][CH2:35][CH2:36][CH2:37][CH3:38], predict the reaction product. The product is: [CH2:21]=[CH:22][CH2:23][CH2:24][CH2:25][CH2:26][CH2:27][CH3:28].[CH2:29]=[CH:30][CH2:31][CH2:32][CH2:33][CH2:34][CH2:35][CH2:36][CH2:37][CH3:38]. (2) Given the reactants [C:1]1([N:7]2[CH:11]=[CH:10][CH:9]=[N:8]2)[CH:6]=[CH:5][CH:4]=[CH:3][CH:2]=1.[C:12]([C:14]1[CH:19]=[CH:18][C:17]([S:20](Cl)(=[O:22])=[O:21])=[CH:16][CH:15]=1)#[N:13].S(Cl)(Cl)(=O)=O, predict the reaction product. The product is: [C:12]([C:14]1[CH:19]=[CH:18][C:17]([S:20]([NH:13][CH:12]([C:11]2[N:7]([C:1]3[CH:2]=[CH:3][CH:4]=[CH:5][CH:6]=3)[N:8]=[CH:9][CH:10]=2)[CH:14]([CH2:19][CH3:18])[CH2:15][CH3:16])(=[O:22])=[O:21])=[CH:16][CH:15]=1)#[N:13].